This data is from Reaction yield outcomes from USPTO patents with 853,638 reactions. The task is: Predict the reaction yield, written as a fraction of the theoretical maximum amount of product (1.0 means a 100% yield; for example, 0.34 means a 34% yield). (1) The reactants are [NH2:1][CH2:2][C@H:3]1[O:7][C:6](=[O:8])[N:5]([CH2:9][C@@H:10]2[C@H:13]([NH:14][C:15](=[O:31])/[C:16](=[N:23]\[O:24][C:25]([CH3:30])([CH3:29])[C:26]([OH:28])=[O:27])/[C:17]3[N:18]=[C:19]([NH2:22])[S:20][CH:21]=3)[C:12](=[O:32])[N:11]2[S:33]([OH:36])(=[O:35])=[O:34])[CH2:4]1.Cl.[N:38]1([C:43](N)=[NH:44])C=CC=N1.CCN(C(C)C)C(C)C. The catalyst is CN(C=O)C. The product is [NH2:22][C:19]1[S:20][CH:21]=[C:17](/[C:16](=[N:23]/[O:24][C:25]([CH3:29])([CH3:30])[C:26]([OH:28])=[O:27])/[C:15]([NH:14][C@@H:13]2[C:12](=[O:32])[N:11]([S:33]([OH:36])(=[O:34])=[O:35])[C@@H:10]2[CH2:9][N:5]2[CH2:4][C@@H:3]([CH2:2][NH:1][C:43]([NH2:44])=[NH:38])[O:7][C:6]2=[O:8])=[O:31])[N:18]=1. The yield is 0.490. (2) The reactants are Cl[C:2]1[N:7]=[C:6]([N:8]2[CH2:13][CH2:12][N:11]([C:14]([O:16][C:17]([CH3:20])([CH3:19])[CH3:18])=[O:15])[CH2:10][CH2:9]2)[CH:5]=[CH:4][N:3]=1.[C:21]1(OB(O)O)[CH:26]=[CH:25][CH:24]=[CH:23][CH:22]=1.P([O-])([O-])([O-])=O.[K+].[K+].[K+]. The catalyst is C1(C)C=CC=CC=1.C1(P(C2C=CC=CC=2)C2C3OC4C(=CC=CC=4P(C4C=CC=CC=4)C4C=CC=CC=4)C(C)(C)C=3C=CC=2)C=CC=CC=1. The product is [C:21]1([C:2]2[N:7]=[C:6]([N:8]3[CH2:13][CH2:12][N:11]([C:14]([O:16][C:17]([CH3:20])([CH3:19])[CH3:18])=[O:15])[CH2:10][CH2:9]3)[CH:5]=[CH:4][N:3]=2)[CH:26]=[CH:25][CH:24]=[CH:23][CH:22]=1. The yield is 0.610. (3) The reactants are Br[C:2]1[CH:7]=[CH:6][C:5]([NH:8][C:9]([C:11]2[N:12]([CH2:18][O:19][CH2:20][CH2:21][Si:22]([CH3:25])([CH3:24])[CH3:23])[CH:13]=[C:14]([C:16]#[N:17])[N:15]=2)=[O:10])=[C:4]([C:26]2[CH2:31][CH2:30][CH2:29][CH2:28][CH:27]=2)[CH:3]=1.[C:32]([O:36][C:37]([CH3:40])([CH3:39])[CH3:38])(=[O:35])[CH:33]=[CH2:34].C(=O)([O-])[O-].[Cs+].[Cs+]. The catalyst is O1CCOCC1. The product is [C:37]([O:36][C:32](=[O:35])[CH:33]=[CH:34][C:2]1[CH:7]=[CH:6][C:5]([NH:8][C:9]([C:11]2[N:12]([CH2:18][O:19][CH2:20][CH2:21][Si:22]([CH3:23])([CH3:25])[CH3:24])[CH:13]=[C:14]([C:16]#[N:17])[N:15]=2)=[O:10])=[C:4]([C:26]2[CH2:31][CH2:30][CH2:29][CH2:28][CH:27]=2)[CH:3]=1)([CH3:40])([CH3:39])[CH3:38]. The yield is 0.340. (4) The reactants are [C:1]([C:3]1[N:4]=[C:5]2[C:11]([C:12](=[O:17])[C:13]([CH3:16])([CH3:15])[CH3:14])=[CH:10][NH:9][C:6]2=[N:7][CH:8]=1)#[CH:2].[CH2:18]([N:25]=[N+:26]=[N-:27])[C:19]1[CH:24]=[CH:23][CH:22]=[CH:21][CH:20]=1.O=C1O[C@H]([C@H](CO)O)C(O)=C1O. The catalyst is C(O)(C)(C)C.O.[O-]S([O-])(=O)=O.[Cu+2]. The product is [CH2:18]([N:25]1[CH:2]=[C:1]([C:3]2[N:4]=[C:5]3[C:11]([C:12](=[O:17])[C:13]([CH3:14])([CH3:16])[CH3:15])=[CH:10][NH:9][C:6]3=[N:7][CH:8]=2)[N:27]=[N:26]1)[C:19]1[CH:24]=[CH:23][CH:22]=[CH:21][CH:20]=1. The yield is 0.230. (5) The reactants are CCN(C(C)C)C(C)C.[C:10]([O:14][C:15]([NH:17][CH2:18][C:19]([OH:21])=O)=[O:16])([CH3:13])([CH3:12])[CH3:11].C1C=CC2N(O)N=NC=2C=1.CCN=C=NCCCN(C)C.Cl.[CH2:44]([N:51]1[CH2:56][CH2:55][NH:54][CH2:53][CH2:52]1)[C:45]1[CH:50]=[CH:49][CH:48]=[CH:47][CH:46]=1. The product is [C:10]([O:14][C:15](=[O:16])[NH:17][CH2:18][C:19]([N:54]1[CH2:55][CH2:56][N:51]([CH2:44][C:45]2[CH:46]=[CH:47][CH:48]=[CH:49][CH:50]=2)[CH2:52][CH2:53]1)=[O:21])([CH3:11])([CH3:12])[CH3:13]. The yield is 0.705. The catalyst is CN(C=O)C.O. (6) The reactants are C([N:3]([CH2:6]C)CC)C.C1(P(N=[N+]=[N-])(C2C=CC=CC=2)=[O:15])C=CC=CC=1.[CH2:25]([OH:32])[C:26]1[CH:31]=[CH:30][CH:29]=[CH:28][CH:27]=1.[CH2:33]([O:35][C:36](=[O:55])[CH:37]([NH:43][C:44]([C:46]1[CH:51]=[CH:50][C:49](C(O)=O)=[CH:48][N:47]=1)=[O:45])[C:38]([O:40][CH2:41][CH3:42])=[O:39])[CH3:34]. The catalyst is O1CCOCC1. The product is [CH2:41]([O:40][C:38](=[O:39])[CH:37]([NH:43][C:44]([C:46]1[CH:51]=[CH:50][C:49]([NH:3][C:6]([O:32][CH2:25][C:26]2[CH:31]=[CH:30][CH:29]=[CH:28][CH:27]=2)=[O:15])=[CH:48][N:47]=1)=[O:45])[C:36]([O:35][CH2:33][CH3:34])=[O:55])[CH3:42]. The yield is 0.910. (7) The reactants are [CH2:1]([C@H:6]1[CH2:8][C@H:7]1[CH2:9][C@@H:10]1[CH2:12][C@@H:11]1[CH2:13][C:14]#[C:15][CH2:16][CH2:17][CH2:18][CH2:19][CH2:20][OH:21])[CH2:2][CH2:3][CH2:4][CH3:5]. The catalyst is C1C([O-])=C(Cl)C(Cl)=C(Cl)C=1.C1C([O-])=C(Cl)C(Cl)=C(Cl)C=1.[Zn+2]. The product is [CH2:1]([C@H:6]1[CH2:8][C@H:7]1[CH2:9][C@H:10]1[CH2:12][C@H:11]1[CH2:13][C:14]#[C:15][CH2:16][CH2:17][CH2:18][CH2:19][CH2:20][OH:21])[CH2:2][CH2:3][CH2:4][CH3:5]. The yield is 0.720.